Dataset: NCI-60 drug combinations with 297,098 pairs across 59 cell lines. Task: Regression. Given two drug SMILES strings and cell line genomic features, predict the synergy score measuring deviation from expected non-interaction effect. (1) Drug 1: C1=C(C(=O)NC(=O)N1)F. Drug 2: C1CC(=O)NC(=O)C1N2C(=O)C3=CC=CC=C3C2=O. Cell line: MDA-MB-231. Synergy scores: CSS=7.05, Synergy_ZIP=-8.73, Synergy_Bliss=-5.11, Synergy_Loewe=-6.01, Synergy_HSA=-4.73. (2) Drug 1: C1=CN(C(=O)N=C1N)C2C(C(C(O2)CO)O)O.Cl. Drug 2: COCCOC1=C(C=C2C(=C1)C(=NC=N2)NC3=CC=CC(=C3)C#C)OCCOC.Cl. Cell line: OVCAR-4. Synergy scores: CSS=11.9, Synergy_ZIP=-2.12, Synergy_Bliss=1.74, Synergy_Loewe=5.82, Synergy_HSA=3.36. (3) Drug 1: C1CCC(CC1)NC(=O)N(CCCl)N=O. Drug 2: CC1C(C(CC(O1)OC2CC(CC3=C2C(=C4C(=C3O)C(=O)C5=CC=CC=C5C4=O)O)(C(=O)C)O)N)O. Cell line: PC-3. Synergy scores: CSS=50.3, Synergy_ZIP=-5.61, Synergy_Bliss=-5.36, Synergy_Loewe=-3.27, Synergy_HSA=-0.279.